Dataset: Peptide-MHC class I binding affinity with 185,985 pairs from IEDB/IMGT. Task: Regression. Given a peptide amino acid sequence and an MHC pseudo amino acid sequence, predict their binding affinity value. This is MHC class I binding data. (1) The peptide sequence is TRTSPNIPK. The MHC is HLA-A31:01 with pseudo-sequence HLA-A31:01. The binding affinity (normalized) is 0.0847. (2) The peptide sequence is LLLIALWNL. The MHC is HLA-B44:03 with pseudo-sequence HLA-B44:03. The binding affinity (normalized) is 0.0176. (3) The peptide sequence is IPYNYPDM. The MHC is H-2-Db with pseudo-sequence H-2-Db. The binding affinity (normalized) is 0.00610.